Dataset: Reaction yield outcomes from USPTO patents with 853,638 reactions. Task: Predict the reaction yield, written as a fraction of the theoretical maximum amount of product (1.0 means a 100% yield; for example, 0.34 means a 34% yield). (1) The product is [C:1]([C:4]1[CH:5]=[C:6]([NH:10][CH:11]([C:40]2[CH:41]=[CH:42][C:43]([O:44][CH:45]([CH3:47])[CH3:46])=[C:38]([O:37][CH2:35][CH3:36])[CH:39]=2)[C:12]([OH:14])=[O:13])[CH:7]=[CH:8][CH:9]=1)(=[O:3])[NH2:2]. The yield is 0.800. The reactants are [C:1]([C:4]1[CH:5]=[C:6]([NH:10][CH:11](C2C=CC(OC)=C(OC)C=2)[C:12]([OH:14])=[O:13])[CH:7]=[CH:8][CH:9]=1)(=[O:3])[NH2:2].NC1C=C(C=CC=1)C(N)=O.[CH2:35]([O:37][C:38]1[CH:39]=[C:40](B(O)O)[CH:41]=[CH:42][C:43]=1[O:44][CH:45]([CH3:47])[CH3:46])[CH3:36].O.C(O)(=O)C=O. No catalyst specified. (2) The reactants are [CH:1]([C:4]1[CH:10]=[CH:9][CH:8]=[CH:7][C:5]=1[NH2:6])([CH3:3])[CH3:2].[Br:11]Br. The catalyst is ClCCl. The product is [Br:11][C:9]1[CH:8]=[CH:7][C:5]([NH2:6])=[C:4]([CH:1]([CH3:3])[CH3:2])[CH:10]=1. The yield is 0.570.